From a dataset of Forward reaction prediction with 1.9M reactions from USPTO patents (1976-2016). Predict the product of the given reaction. (1) Given the reactants C([NH:9][C:10]1[O:11][C@H:12]([C:35]([F:38])([F:37])[F:36])[CH2:13][C@:14]([C:17]2[CH:18]=[C:19]([NH:24][C:25](=[O:34])[C:26]3[C:31]([CH3:32])=[CH:30][C:29]([Cl:33])=[CH:28][N:27]=3)[CH:20]=[CH:21][C:22]=2[F:23])([CH3:16])[N:15]=1)(=O)C1C=CC=CC=1.N, predict the reaction product. The product is: [NH2:9][C:10]1[O:11][CH:12]([C:35]([F:38])([F:37])[F:36])[CH2:13][C:14]([C:17]2[CH:18]=[C:19]([NH:24][C:25]([C:26]3[C:31]([CH3:32])=[CH:30][C:29]([Cl:33])=[CH:28][N:27]=3)=[O:34])[CH:20]=[CH:21][C:22]=2[F:23])([CH3:16])[N:15]=1. (2) Given the reactants [ClH:1].[F:2][C:3]1[N:10]=[CH:9][CH:8]=[CH:7][C:4]=1[C:5]#[N:6], predict the reaction product. The product is: [ClH:1].[F:2][C:3]1[C:4]([CH2:5][NH2:6])=[CH:7][CH:8]=[CH:9][N:10]=1. (3) Given the reactants [Br:1][C:2]1[CH:22]=[CH:21][C:5]([CH2:6][C@@H:7]2[C:11]3=[N:12][C:13]4[CH:18]=[CH:17][C:16]([CH3:19])=[CH:15][C:14]=4[N:10]3[C:9](=[O:20])[NH:8]2)=[CH:4][CH:3]=1.BrC1C=CC(C[C@@H]2C3=NC4C=C(C)C=CC=4N3C(=O)N2)=CC=1.[NH2:45][C@H:46]1[CH2:51][CH2:50][C@H:49]([OH:52])[CH2:48][CH2:47]1.C(O)(C(F)(F)F)=O, predict the reaction product. The product is: [Br:1][C:2]1[CH:22]=[CH:21][C:5]([CH2:6][C@@H:7]([NH:8][C:9]([NH:45][C@H:46]2[CH2:51][CH2:50][C@H:49]([OH:52])[CH2:48][CH2:47]2)=[O:20])[C:11]2[NH:10][C:14]3[CH:15]=[C:16]([CH3:19])[CH:17]=[CH:18][C:13]=3[N:12]=2)=[CH:4][CH:3]=1. (4) Given the reactants [Cl:1][C:2]1[CH:9]=[C:8]([C:10]2[C:11]([CH3:16])=[N:12][NH:13][C:14]=2[CH3:15])[CH:7]=[CH:6][C:3]=1[C:4]#[N:5].Br[CH:18]([C:20]1[CH:30]=[CH:29][C:23]([C:24]([O:26]CC)=[O:25])=[CH:22][CH:21]=1)[CH3:19].[H-].[Na+].[OH-].[Na+], predict the reaction product. The product is: [Cl:1][C:2]1[CH:9]=[C:8]([C:10]2[C:14]([CH3:15])=[N:13][N:12]([CH:18]([C:20]3[CH:30]=[CH:29][C:23]([C:24]([OH:26])=[O:25])=[CH:22][CH:21]=3)[CH3:19])[C:11]=2[CH3:16])[CH:7]=[CH:6][C:3]=1[C:4]#[N:5]. (5) Given the reactants Br[C:2]1[N:3]=[C:4]([C:9]2[N:10]([CH2:18][CH3:19])[C:11]3[CH:16]=[CH:15][N:14]=[CH:13][C:12]=3[N:17]=2)[C:5]([NH2:8])=[N:6][CH:7]=1.B([C:23]1[N:24]([C:32]([O:34]C(C)(C)C)=[O:33])[C:25]2[C:30]([CH:31]=1)=[CH:29][CH:28]=[CH:27][CH:26]=2)(O)O, predict the reaction product. The product is: [CH:32]([OH:34])=[O:33].[CH2:18]([N:10]1[C:11]2[CH:16]=[CH:15][N:14]=[CH:13][C:12]=2[N:17]=[C:9]1[C:4]1[C:5]([NH2:8])=[N:6][CH:7]=[C:2]([C:23]2[NH:24][C:25]3[C:30]([CH:31]=2)=[CH:29][CH:28]=[CH:27][CH:26]=3)[N:3]=1)[CH3:19].